From a dataset of Peptide-MHC class I binding affinity with 185,985 pairs from IEDB/IMGT. Regression. Given a peptide amino acid sequence and an MHC pseudo amino acid sequence, predict their binding affinity value. This is MHC class I binding data. (1) The peptide sequence is STAVNNMML. The MHC is H-2-Db with pseudo-sequence H-2-Db. The binding affinity (normalized) is 0.357. (2) The peptide sequence is RTADIGACM. The MHC is HLA-B39:01 with pseudo-sequence HLA-B39:01. The binding affinity (normalized) is 0.0847.